From a dataset of Reaction yield outcomes from USPTO patents with 853,638 reactions. Predict the reaction yield, written as a fraction of the theoretical maximum amount of product (1.0 means a 100% yield; for example, 0.34 means a 34% yield). The yield is 0.720. The catalyst is C1(C)C=CC=CC=1. The reactants are [Br:1][C:2]1[CH:3]=[C:4]([S:9][CH2:10][C:11](=O)[CH3:12])[CH:5]=[CH:6][C:7]=1[F:8]. The product is [Br:1][C:2]1[C:7]([F:8])=[CH:6][C:5]2[C:11]([CH3:12])=[CH:10][S:9][C:4]=2[CH:3]=1.